From a dataset of Experimentally validated miRNA-target interactions with 360,000+ pairs, plus equal number of negative samples. Binary Classification. Given a miRNA mature sequence and a target amino acid sequence, predict their likelihood of interaction. (1) The miRNA is cel-miR-234-3p with sequence UUAUUGCUCGAGAAUACCCUU. The protein sequence of the target gene is MNNSLENTISFEEYIRVKARSVPQHRMKEFLDSLASKGPEALQEFQQTATTTMVYQQGGNCIYTDSTEVAGSLLELACPVTTSVQPQTQQEQQIQVQQPQQVQVQVQVQQSPQQVSAQLSPQLTVHQPTEQPIQVQVQIQGQAPQSAAPSIQTPSLQSPSPSQLQAAQIQVQHVQAAQQIQAAEIPEEHIPHQQIQAQLVAGQSLAGGQQIQIQTVGALSPPPSQQGSPREGERRVGTASVLQPVKKRKVDMPITVSYAISGQPVATVLAIPQGQQQSYVSLRPDLLTVDSAHLYSATGT.... Result: 0 (no interaction). (2) The miRNA is mmu-miR-337-5p with sequence CGGCGUCAUGCAGGAGUUGAUU. The protein sequence of the target gene is MAWLRLQPLTSAFLHFGLVTFVLFLNGLRAEAGGSGDVPSTGQNNESCSGSSDCKEGVILPIWYPENPSLGDKIARVIVYFVALIYMFLGVSIIADRFMASIEVITSQEREVTIKKPNGETSTTTIRVWNETVSNLTLMALGSSAPEILLSLIEVCGHGFIAGDLGPSTIVGSAAFNMFIIIGICVYVIPDGETRKIKHLRVFFITAAWSIFAYIWLYMILAVFSPGVVQVWEGLLTLFFFPVCVLLAWVADKRLLFYKYMHKKYRTDKHRGIIIETEGDHPKGIEMDGKMMNSHFLDGN.... Result: 0 (no interaction). (3) The miRNA is hsa-miR-124-3p with sequence UAAGGCACGCGGUGAAUGCCAA. The protein sequence of the target gene is MDSEAFQSARDFLDMNFQSLAMKHMDLKQMELDTAAAKVDELTKQLESLWSDSPAPPGPQAGPPSRPPRYSSSSIPEPFGSRGSPRKAATDGADTPFGRSESAPTLHPYSPLSPKGRPSSPRTPLYLQPDAYGSLDRATSPRPRAFDGAGSSLGRAPSPRPGPGPLRQQGPPTPFDFLGRAGSPRGSPLAEGPQAFFPERGPSPRPPATAYDAPASAFGSSLLGSGGSAFAPPLRAQDDLTLRRRPPKAWNESDLDVAYEKKPSQTASYERLDVFARPASPSLQLLPWRESSLDGLGGTG.... Result: 1 (interaction). (4) The miRNA is hsa-miR-424-5p with sequence CAGCAGCAAUUCAUGUUUUGAA. The protein sequence of the target gene is MATPYVPVPMPIGNSASSFTTNRNQRSSSFGSVSTSSNSSKGQLEDSNMGNFKQTSVPDQMDNTSSVCSSPLIRTKFTGTASSIEYSTRPRDTEEQNPETVNWEDRPSTPTILGYEVMEERAKFTVYKILVKKTPEESWVVFRRYTDFSRLNDKLKEMFPGFRLALPPKRWFKDNYNADFLEDRQLGLQAFLQNLVAHKDIANCLAVREFLCLDDPPGPFDSLEESRAFCETLEETNYRLQKELLEKQKEMESLKKLLSEKQLHIDTLENRIRTLSLEPEESLDVSETEGEQILKVESSA.... Result: 1 (interaction). (5) Result: 0 (no interaction). The protein sequence of the target gene is MVQRLWVSRLLRHRKAQLLLVNLLTFGLEVCLAAGITYVPPLLLEVGVEEKFMTMVLGIGPVLGLVCVPLLGSASDHWRGRYGRRRPFIWALSLGILLSLFLIPRAGWLAGLLCPDPRPLELALLILGVGLLDFCGQVCFTPLEALLSDLFRDPDHCRQAYSVYAFMISLGGCLGYLLPAIDWDTSALAPYLGTQEECLFGLLTLIFLTCVAATLLVAEEAALGPTEPAEGLSAPSLSPHCCPCRARLAFRNLGALLPRLHQLCCRMPRTLRRLFVAELCSWMALMTFTLFYTDFVGEGL.... The miRNA is rno-miR-124-3p with sequence UAAGGCACGCGGUGAAUGCC.